From a dataset of Full USPTO retrosynthesis dataset with 1.9M reactions from patents (1976-2016). Predict the reactants needed to synthesize the given product. (1) Given the product [CH2:1]([N:8]1[CH2:20][C@H:19]2[C@H:11]([C:12](=[O:22])[C:13]3[C:18]2=[CH:17][CH:16]=[CH:15][C:14]=3[C:27]2[CH:26]=[CH:25][C:24]([Cl:23])=[CH:29][C:28]=2[Cl:30])[CH2:10][CH2:9]1)[C:2]1[CH:7]=[CH:6][CH:5]=[CH:4][CH:3]=1, predict the reactants needed to synthesize it. The reactants are: [CH2:1]([N:8]1[CH2:20][C@H:19]2[C@H:11]([C:12](=[O:22])[C:13]3[C:18]2=[CH:17][CH:16]=[CH:15][C:14]=3Br)[CH2:10][CH2:9]1)[C:2]1[CH:7]=[CH:6][CH:5]=[CH:4][CH:3]=1.[Cl:23][C:24]1[CH:29]=[C:28]([Cl:30])[CH:27]=[CH:26][C:25]=1B(O)O.O.O.O.O.O.O.O.O.[OH-].[Ba+2].[OH-].C1(P(C2C=CC=CC=2)C2C=CC=CC=2)C=CC=CC=1. (2) Given the product [Br:1][C:2]1[CH:15]=[CH:14][C:13]2[N:12]([S:16]([C:19]3[CH:24]=[CH:23][C:22]([OH:25])=[CH:21][CH:20]=3)(=[O:18])=[O:17])[CH:11]([CH3:27])[C:10]3[C:5](=[CH:6][CH:7]=[C:8]([Cl:28])[CH:9]=3)[C:4]=2[CH:3]=1, predict the reactants needed to synthesize it. The reactants are: [Br:1][C:2]1[CH:15]=[CH:14][C:13]2[N:12]([S:16]([C:19]3[CH:24]=[CH:23][C:22]([O:25]C)=[CH:21][CH:20]=3)(=[O:18])=[O:17])[CH:11]([CH3:27])[C:10]3[C:5](=[CH:6][CH:7]=[C:8]([Cl:28])[CH:9]=3)[C:4]=2[CH:3]=1.C1CCCCC=1.B(Br)(Br)Br.ClCCl. (3) Given the product [Cl:36][C:34]1[CH:35]=[C:30]([CH:31]=[C:32]([Cl:37])[CH:33]=1)[CH2:29][NH:28][C:26](=[O:27])[CH:22]([CH3:21])[C:23]([NH:1][CH:2]1[C:3](=[O:20])[N:4]([CH3:19])[C:5]2[CH:18]=[CH:17][CH:16]=[CH:15][C:6]=2[C:7]([C:9]2[CH:14]=[CH:13][CH:12]=[CH:11][CH:10]=2)=[N:8]1)=[O:24], predict the reactants needed to synthesize it. The reactants are: [NH2:1][CH:2]1[N:8]=[C:7]([C:9]2[CH:14]=[CH:13][CH:12]=[CH:11][CH:10]=2)[C:6]2[CH:15]=[CH:16][CH:17]=[CH:18][C:5]=2[N:4]([CH3:19])[C:3]1=[O:20].[CH3:21][CH:22]([C:26]([NH:28][CH2:29][C:30]1[CH:35]=[C:34]([Cl:36])[CH:33]=[C:32]([Cl:37])[CH:31]=1)=[O:27])[C:23](O)=[O:24]. (4) Given the product [CH2:1]([C:3]1[CH:4]=[CH:5][C:6]([C:9]2[S:13][C:12]([C@:14]3([CH2:23][C:24]([O:26][C:27]([CH3:29])([CH3:28])[CH3:30])=[O:25])[S:20](=[O:22])(=[O:21])[CH2:19][CH2:18][N:17]([S:40]([CH2:37][CH2:38][CH3:39])(=[O:42])=[O:41])[CH2:16][CH2:15]3)=[CH:11][CH:10]=2)=[CH:7][CH:8]=1)[CH3:2], predict the reactants needed to synthesize it. The reactants are: [CH2:1]([C:3]1[CH:8]=[CH:7][C:6]([C:9]2[S:13][C:12]([C@:14]3([CH2:23][C:24]([O:26][C:27]([CH3:30])([CH3:29])[CH3:28])=[O:25])[S:20](=[O:22])(=[O:21])[CH2:19][CH2:18][NH:17][CH2:16][CH2:15]3)=[CH:11][CH:10]=2)=[CH:5][CH:4]=1)[CH3:2].N1C=CC=CC=1.[CH2:37]([S:40](Cl)(=[O:42])=[O:41])[CH2:38][CH3:39]. (5) Given the product [C:18]([O:22][C:23]([N:25]1[CH2:29][CH2:28][CH2:27][C@@H:26]1[CH2:30][O:17][C:14]1[CH:13]=[CH:12][C:11]([O:10][CH2:3][C:4]2[CH:5]=[CH:6][CH:7]=[CH:8][CH:9]=2)=[CH:16][CH:15]=1)=[O:24])([CH3:21])([CH3:19])[CH3:20], predict the reactants needed to synthesize it. The reactants are: [H-].[Na+].[CH2:3]([O:10][C:11]1[CH:16]=[CH:15][C:14]([OH:17])=[CH:13][CH:12]=1)[C:4]1[CH:9]=[CH:8][CH:7]=[CH:6][CH:5]=1.[C:18]([O:22][C:23]([N:25]1[CH2:29][CH2:28][CH2:27][C@@H:26]1[CH2:30]OS(C1C=CC(C)=CC=1)(=O)=O)=[O:24])([CH3:21])([CH3:20])[CH3:19]. (6) Given the product [CH2:3]([O:5][C:6]([C:7]1([C:8]2[CH:13]=[CH:12][CH:11]=[C:10]([Br:14])[CH:9]=2)[CH2:38][CH2:37][CH2:36][CH2:35]1)=[O:15])[CH3:4], predict the reactants needed to synthesize it. The reactants are: [H-].[Na+].[CH2:3]([O:5][C:6](=[O:15])[CH2:7][C:8]1[CH:13]=[CH:12][CH:11]=[C:10]([Br:14])[CH:9]=1)[CH3:4].C1OCCOCCOCCOCCOCCOC1.Br[CH2:35][CH2:36][CH2:37][CH2:38]Br. (7) Given the product [CH:11]1[C:12]2[C:7](=[CH:6][CH:5]=[C:4]([NH2:1])[CH:13]=2)[CH:8]=[CH:9][N:10]=1, predict the reactants needed to synthesize it. The reactants are: [N+:1]([C:4]1[CH:13]=[C:12]2[C:7]([CH:8]=[CH:9][N:10]=[CH:11]2)=[CH:6][CH:5]=1)([O-])=O. (8) Given the product [F:8][C:6]1[CH:5]=[C:4]([CH2:9][C:10]([NH:13][N:14]2[C:23](=[O:24])[C:22]3[C:17](=[CH:18][CH:19]=[CH:20][CH:21]=3)[N:16]=[C:15]2[N:25]2[CH2:29][CH2:28][S:27][CH2:26]2)=[O:12])[CH:3]=[C:2]([F:1])[CH:7]=1, predict the reactants needed to synthesize it. The reactants are: [F:1][C:2]1[CH:3]=[C:4]([CH2:9][C:10]([OH:12])=O)[CH:5]=[C:6]([F:8])[CH:7]=1.[NH2:13][N:14]1[C:23](=[O:24])[C:22]2[C:17](=[CH:18][CH:19]=[CH:20][CH:21]=2)[N:16]=[C:15]1[N:25]1[CH2:29][CH2:28][S:27][CH2:26]1.CN(C(ON1N=NC2C=CC=NC1=2)=[N+](C)C)C.F[P-](F)(F)(F)(F)F.N1C(C)=CC=CC=1C.Cl. (9) Given the product [F:23][C:2]([F:1])([F:22])[C:3]1[CH:4]=[CH:5][C:6]([N:9]2[CH2:14][CH2:13][N:12]([C:15]3([C:18]([OH:20])=[O:19])[CH2:17][CH2:16]3)[CH2:11][CH2:10]2)=[N:7][CH:8]=1, predict the reactants needed to synthesize it. The reactants are: [F:1][C:2]([F:23])([F:22])[C:3]1[CH:4]=[CH:5][C:6]([N:9]2[CH2:14][CH2:13][N:12]([C:15]3([C:18]([O:20]C)=[O:19])[CH2:17][CH2:16]3)[CH2:11][CH2:10]2)=[N:7][CH:8]=1.[OH-].[Na+]. (10) Given the product [Br:1][C:2]1[CH:3]=[CH:4][C:5]([F:29])=[C:6]([C@@:8]2([CH3:28])[N:13]([CH2:14][C:15]3[CH:20]=[CH:19][C:18]([O:21][CH3:22])=[CH:17][C:16]=3[O:23][CH3:24])[C:12](=[O:25])[C:11]([CH3:26])([CH3:27])[S:32](=[O:34])(=[O:31])[CH2:9]2)[CH:7]=1, predict the reactants needed to synthesize it. The reactants are: [Br:1][C:2]1[CH:3]=[CH:4][C:5]([F:29])=[C:6]([C@@:8]2([CH3:28])[N:13]([CH2:14][C:15]3[CH:20]=[CH:19][C:18]([O:21][CH3:22])=[CH:17][C:16]=3[O:23][CH3:24])[C:12](=[O:25])[C:11]([CH3:27])([CH3:26])S[CH2:9]2)[CH:7]=1.O[O:31][S:32]([O-:34])=O.[K+].